Dataset: Reaction yield outcomes from USPTO patents with 853,638 reactions. Task: Predict the reaction yield, written as a fraction of the theoretical maximum amount of product (1.0 means a 100% yield; for example, 0.34 means a 34% yield). (1) The product is [F:1][C:2]1[CH:3]=[CH:4][C:5]([O:25][CH3:26])=[C:6]([C@H:8]2[CH2:12][CH2:11][CH2:10][N:9]2[C:13]2[CH:18]=[CH:17][N:16]3[N:19]=[CH:20][C:21]([C:22]([NH:27][CH2:28][C:29]([OH:31])([CH3:32])[CH3:30])=[O:24])=[C:15]3[N:14]=2)[CH:7]=1. The yield is 0.550. No catalyst specified. The reactants are [F:1][C:2]1[CH:3]=[CH:4][C:5]([O:25][CH3:26])=[C:6]([C@H:8]2[CH2:12][CH2:11][CH2:10][N:9]2[C:13]2[CH:18]=[CH:17][N:16]3[N:19]=[CH:20][C:21]([C:22]([OH:24])=O)=[C:15]3[N:14]=2)[CH:7]=1.[NH2:27][CH2:28][C:29]([CH3:32])([OH:31])[CH3:30]. (2) The reactants are Br[C:2]1[C:3]([O:15][CH3:16])=[CH:4][C:5]([F:14])=[C:6]([NH:8][S:9]([CH2:12][CH3:13])(=[O:11])=[O:10])[CH:7]=1.[CH3:17][N:18]1[CH:27]=[C:26](B2OC(C)(C)C(C)(C)O2)[C:25]2[C:20](=[CH:21][CH:22]=[C:23]([C:37]3[CH:38]=[N:39][N:40]([CH3:42])[CH:41]=3)[CH:24]=2)[C:19]1=[O:43].[O-]P([O-])([O-])=O.[K+].[K+].[K+]. The catalyst is O1CCOCC1.C1C=CC(P(C2C=CC=CC=2)[C-]2C=CC=C2)=CC=1.C1C=CC(P(C2C=CC=CC=2)[C-]2C=CC=C2)=CC=1.Cl[Pd]Cl.[Fe+2]. The product is [F:14][C:5]1[CH:4]=[C:3]([O:15][CH3:16])[C:2]([C:26]2[C:25]3[C:20](=[CH:21][CH:22]=[C:23]([C:37]4[CH:38]=[N:39][N:40]([CH3:42])[CH:41]=4)[CH:24]=3)[C:19](=[O:43])[N:18]([CH3:17])[CH:27]=2)=[CH:7][C:6]=1[NH:8][S:9]([CH2:12][CH3:13])(=[O:11])=[O:10]. The yield is 0.263.